From a dataset of Reaction yield outcomes from USPTO patents with 853,638 reactions. Predict the reaction yield, written as a fraction of the theoretical maximum amount of product (1.0 means a 100% yield; for example, 0.34 means a 34% yield). (1) The reactants are [C:1]([C:3](=[C:9](OCC)[CH2:10][CH3:11])[C:4]([O:6][CH2:7][CH3:8])=[O:5])#[N:2].Cl.[CH3:16][S:17]([C:20]1[CH:25]=[CH:24][C:23]([NH:26][NH2:27])=[CH:22][CH:21]=1)(=[O:19])=[O:18].C(N(CC)CC)C. The catalyst is CO. The product is [NH2:2][C:1]1[N:26]([C:23]2[CH:22]=[CH:21][C:20]([S:17]([CH3:16])(=[O:19])=[O:18])=[CH:25][CH:24]=2)[N:27]=[C:9]([CH2:10][CH3:11])[C:3]=1[C:4]([O:6][CH2:7][CH3:8])=[O:5]. The yield is 0.240. (2) The product is [CH3:18][C:17]1[N:8]([C:5]2[CH:6]=[CH:7][C:2]([O:1][CH2:22][CH2:23][CH2:24][N:25]3[CH2:30][CH2:29][CH2:28][CH2:27][CH2:26]3)=[CH:3][CH:4]=2)[C:9](=[O:19])[C:10]2[C:15]([CH:16]=1)=[CH:14][CH:13]=[CH:12][CH:11]=2. The reactants are [OH:1][C:2]1[CH:7]=[CH:6][C:5]([N:8]2[C:17]([CH3:18])=[CH:16][C:15]3[C:10](=[CH:11][CH:12]=[CH:13][CH:14]=3)[C:9]2=[O:19])=[CH:4][CH:3]=1.Br.Br[CH2:22][CH2:23][CH2:24][N:25]1[CH2:30][CH2:29][CH2:28][CH2:27][CH2:26]1.C(=O)([O-])[O-].[K+].[K+]. The catalyst is CN(C)C=O. The yield is 0.400. (3) The reactants are [CH2:1]([N:4]1[C:9](=[O:10])[C:8]([O:11][CH3:12])=[N:7][N:6]([C:13]2[CH:14]=[C:15]([NH:19][C:20](=[O:22])[CH3:21])[CH:16]=[CH:17][CH:18]=2)[C:5]1=[O:23])[CH:2]=[CH2:3].[CH:24]([C:27]1[CH:34]=CC(CBr)=[CH:29][CH:28]=1)([CH3:26])[CH3:25].C(=O)([O-])[O-].[K+].[K+]. The catalyst is C(#N)C.CCOC(C)=O.O. The product is [CH:24]([C:27]1[CH:28]=[CH:29][C:2]([CH2:1][N:4]2[C:9](=[O:10])[C:8]([O:11][CH3:12])=[N:7][N:6]([C:13]3[CH:14]=[C:15]([NH:19][C:20](=[O:22])[CH3:21])[CH:16]=[CH:17][CH:18]=3)[C:5]2=[O:23])=[CH:3][CH:34]=1)([CH3:26])[CH3:25]. The yield is 0.110. (4) The reactants are Cl[Si](C)(C)C.BrCCBr.CN(C)C=O.[F:15][C:16]1[CH:17]=[C:18]([CH:21]=[CH:22][C:23]=1[Cl:24])[CH2:19]Br.Br[C:26]1[N:27]=[C:28]([N:36]2[CH2:41][CH2:40][O:39][CH2:38][CH2:37]2)[S:29][C:30]=1[C:31]([O:33][CH2:34][CH3:35])=[O:32]. The catalyst is [Zn].CC(C)([P](C(C)(C)C)([Pd][P](C(C)(C)C)(C(C)(C)C)C(C)(C)C)C(C)(C)C)C. The product is [Cl:24][C:23]1[CH:22]=[CH:21][C:18]([CH2:19][C:26]2[N:27]=[C:28]([N:36]3[CH2:37][CH2:38][O:39][CH2:40][CH2:41]3)[S:29][C:30]=2[C:31]([O:33][CH2:34][CH3:35])=[O:32])=[CH:17][C:16]=1[F:15]. The yield is 0.682.